Task: Predict the reactants needed to synthesize the given product.. Dataset: Full USPTO retrosynthesis dataset with 1.9M reactions from patents (1976-2016) (1) Given the product [CH2:1]([O:8][C:9]1[CH:14]=[CH:13][N:12]([CH2:17][CH2:18][CH:19]([CH3:21])[CH3:20])[C:11](=[O:15])[CH:10]=1)[C:2]1[CH:3]=[CH:4][CH:5]=[CH:6][CH:7]=1, predict the reactants needed to synthesize it. The reactants are: [CH2:1]([O:8][C:9]1[CH:14]=[CH:13][NH:12][C:11](=[O:15])[CH:10]=1)[C:2]1[CH:7]=[CH:6][CH:5]=[CH:4][CH:3]=1.Br[CH2:17][CH2:18][CH:19]([CH3:21])[CH3:20].N12CCCN=C1CCCCC2. (2) The reactants are: [OH:1][C@@H:2]([CH2:6][CH:7]([CH3:9])[CH3:8])[C:3]([OH:5])=[O:4].[H-].[Na+].I[CH2:13][CH2:14][CH2:15][CH2:16][CH3:17].O. Given the product [CH3:8][CH:7]([CH3:9])[CH2:6][C@H:2]([O:1][CH2:3][CH2:2][CH2:6][CH2:7][CH3:8])[C:3]([O:5][CH2:13][CH2:14][CH2:15][CH2:16][CH3:17])=[O:4], predict the reactants needed to synthesize it. (3) Given the product [CH2:23]([N:20]1[C:16]2=[N:17][C:18]([CH3:19])=[C:13]([CH2:12][NH:11][C:6](=[O:7])[C:5]3[CH:9]=[CH:10][C:2]([F:1])=[CH:3][CH:4]=3)[C:14]([NH:25][CH:26]3[CH2:27][CH2:28][O:29][CH2:30][CH2:31]3)=[C:15]2[CH:22]=[N:21]1)[CH3:24], predict the reactants needed to synthesize it. The reactants are: [F:1][C:2]1[CH:10]=[CH:9][C:5]([C:6](Cl)=[O:7])=[CH:4][CH:3]=1.[NH2:11][CH2:12][C:13]1[C:18]([CH3:19])=[N:17][C:16]2[N:20]([CH2:23][CH3:24])[N:21]=[CH:22][C:15]=2[C:14]=1[NH:25][CH:26]1[CH2:31][CH2:30][O:29][CH2:28][CH2:27]1.CCN(C(C)C)C(C)C. (4) Given the product [NH2:33][C:28]1[CH:29]=[CH:30][CH:31]=[CH:32][C:27]=1[NH:26][C:24]([C:23]1[CH:22]=[CH:21][C:20]([C:9]([F:10])([C:8]([NH:1][C:2]2[CH:7]=[CH:6][CH:5]=[CH:4][CH:3]=2)=[O:43])[C:11]([NH:13][C:14]2[CH:19]=[CH:18][CH:17]=[CH:16][CH:15]=2)=[O:12])=[CH:42][CH:41]=1)=[O:25], predict the reactants needed to synthesize it. The reactants are: [NH:1]([C:8](=[O:43])[C:9]([C:20]1[CH:42]=[CH:41][C:23]([C:24]([NH:26][C:27]2[CH:32]=[CH:31][CH:30]=[CH:29][C:28]=2[NH:33]C(=O)OC(C)(C)C)=[O:25])=[CH:22][CH:21]=1)([C:11]([NH:13][C:14]1[CH:19]=[CH:18][CH:17]=[CH:16][CH:15]=1)=[O:12])[F:10])[C:2]1[CH:7]=[CH:6][CH:5]=[CH:4][CH:3]=1.FC(F)(F)C(O)=O. (5) Given the product [Cl:20][C:19]1[C:14]2[C:12](=[O:13])[N:11]([C:22]3[CH:27]=[CH:26][C:25]([N:28]4[CH2:32][CH2:31][N:30]([CH2:33][C:34]([O:36][CH2:37][CH3:38])=[O:35])[C:29]4=[O:39])=[C:24]([O:40][C:41]([F:43])([F:44])[F:42])[CH:23]=3)[CH2:10][CH2:9][O:8][C:15]=2[N:16]=[CH:17][N:18]=1, predict the reactants needed to synthesize it. The reactants are: [Si]([O:8][CH2:9][CH2:10][N:11]([C:22]1[CH:27]=[CH:26][C:25]([N:28]2[CH2:32][CH2:31][N:30]([CH2:33][C:34]([O:36][CH2:37][CH3:38])=[O:35])[C:29]2=[O:39])=[C:24]([O:40][C:41]([F:44])([F:43])[F:42])[CH:23]=1)[C:12]([C:14]1[C:15](Cl)=[N:16][CH:17]=[N:18][C:19]=1[Cl:20])=[O:13])(C(C)(C)C)(C)C.NC1C2C(=O)N(C3C=CC(C4C=NN(CCC(OCC)=O)C=4)=C(F)C=3)CCOC=2N=CN=1.C([O-])([O-])=O.[Cs+].[Cs+].CC(C1C=C(C(C)C)C(C2C=CC=CC=2P(C2CCCCC2)C2CCCCC2)=C(C(C)C)C=1)C. (6) Given the product [F:27][CH:2]([F:1])[CH2:3][N:4]1[C:8]([C:9]2[CH:10]=[CH:11][C:12]3[N:13]([C:15]([C:18](=[NH:19])[NH:29][OH:30])=[CH:16][N:17]=3)[N:14]=2)=[C:7]([C:20]2[CH:25]=[CH:24][C:23]([F:26])=[CH:22][CH:21]=2)[N:6]=[CH:5]1, predict the reactants needed to synthesize it. The reactants are: [F:1][CH:2]([F:27])[CH2:3][N:4]1[C:8]([C:9]2[CH:10]=[CH:11][C:12]3[N:13]([C:15]([C:18]#[N:19])=[CH:16][N:17]=3)[N:14]=2)=[C:7]([C:20]2[CH:25]=[CH:24][C:23]([F:26])=[CH:22][CH:21]=2)[N:6]=[CH:5]1.Cl.[NH2:29][OH:30]. (7) Given the product [OH:7][C:8]1[CH:9]=[CH:10][C:11]([CH:14]([CH3:21])[CH2:15][C:16]([O:18][CH2:19][CH3:20])=[O:17])=[CH:12][CH:13]=1, predict the reactants needed to synthesize it. The reactants are: O1CCCCC1[O:7][C:8]1[CH:13]=[CH:12][C:11]([CH:14]([CH3:21])[CH2:15][C:16]([O:18][CH2:19][CH3:20])=[O:17])=[CH:10][CH:9]=1.CC1C=CC(S([O-])(=O)=O)=CC=1.C1C=C[NH+]=CC=1.